Dataset: Aqueous solubility values for 9,982 compounds from the AqSolDB database. Task: Regression/Classification. Given a drug SMILES string, predict its absorption, distribution, metabolism, or excretion properties. Task type varies by dataset: regression for continuous measurements (e.g., permeability, clearance, half-life) or binary classification for categorical outcomes (e.g., BBB penetration, CYP inhibition). For this dataset (solubility_aqsoldb), we predict Y. (1) The molecule is CC(C)C1C(C)CCCC1O. The Y is -0.290 log mol/L. (2) The drug is Oc1c(-c2ccccc2)cccc1-c1ccccc1. The Y is -5.68 log mol/L. (3) The molecule is N#Cc1sc2c(=O)c3ccccc3c(=O)c=2sc1C#N. The Y is -6.33 log mol/L. (4) The molecule is O=C1NC(=O)C(O)(C2(O)C(=O)NC(=O)NC2=O)C(=O)N1. The Y is -1.99 log mol/L.